This data is from CYP2C19 inhibition data for predicting drug metabolism from PubChem BioAssay. The task is: Regression/Classification. Given a drug SMILES string, predict its absorption, distribution, metabolism, or excretion properties. Task type varies by dataset: regression for continuous measurements (e.g., permeability, clearance, half-life) or binary classification for categorical outcomes (e.g., BBB penetration, CYP inhibition). Dataset: cyp2c19_veith. (1) The molecule is Cn1c(=O)n(-c2cccc(Cl)c2)c(=O)c2c3c(sc21)COC(C)(C)C3. The result is 1 (inhibitor). (2) The molecule is Cc1ccc2nc(-c3ccccc3)cc(C(=O)NCCCn3ccnc3)c2c1. The result is 1 (inhibitor). (3) The compound is C[C@H](N=C(NC#N)Nc1ccncc1)C(C)(C)C. The result is 0 (non-inhibitor). (4) The compound is CCOC(=O)Cn1cc(C(=O)c2ccccc2F)c2ccccc21. The result is 1 (inhibitor). (5) The compound is N#CC(c1ccc(Cl)cc1)c1nc2ccccc2nc1C(F)(F)F. The result is 1 (inhibitor).